The task is: Predict which catalyst facilitates the given reaction.. This data is from Catalyst prediction with 721,799 reactions and 888 catalyst types from USPTO. (1) Reactant: F[B-](F)(F)F.C([O+](CC)CC)C.[Cl:13][C:14]1[C:19]([F:20])=[C:18]([Cl:21])[CH:17]=[CH:16][C:15]=1[C:22]([N:24]1[CH2:29][CH2:28][NH:27][C:26](=O)[CH2:25]1)=[O:23].[S:31]1[CH:35]=[C:34]([C:36]([NH:38][NH2:39])=O)[N:33]=[N:32]1. Product: [Cl:13][C:14]1[C:19]([F:20])=[C:18]([Cl:21])[CH:17]=[CH:16][C:15]=1[C:22]([N:24]1[CH2:29][CH2:28][N:27]2[C:36]([C:34]3[N:33]=[N:32][S:31][CH:35]=3)=[N:38][N:39]=[C:26]2[CH2:25]1)=[O:23]. The catalyst class is: 4. (2) Reactant: [H-].[Na+].[CH2:3]([OH:7])[C:4]#[C:5][CH3:6].Cl[C:9]1[CH:14]=[C:13]([CH2:15][C:16]2[CH:21]=[CH:20][CH:19]=[C:18]([F:22])[CH:17]=2)[N:12]=[CH:11][N:10]=1.[Cl-].[NH4+]. Product: [CH2:3]([O:7][C:9]1[CH:14]=[C:13]([CH2:15][C:16]2[CH:21]=[CH:20][CH:19]=[C:18]([F:22])[CH:17]=2)[N:12]=[CH:11][N:10]=1)[C:4]#[C:5][CH3:6]. The catalyst class is: 7. (3) Product: [C:1]([C:5]1[CH:10]=[C:9]([CH3:11])[C:8]([S:12]([NH:20][C:19]2[CH:21]=[C:22]([C:29]([F:30])([F:31])[F:32])[CH:23]=[C:24]([C:25]([F:26])([F:27])[F:28])[C:18]=2[CH3:17])(=[O:14])=[O:13])=[C:7]([CH3:16])[CH:6]=1)([CH3:4])([CH3:3])[CH3:2]. The catalyst class is: 17. Reactant: [C:1]([C:5]1[CH:10]=[C:9]([CH3:11])[C:8]([S:12](Cl)(=[O:14])=[O:13])=[C:7]([CH3:16])[CH:6]=1)([CH3:4])([CH3:3])[CH3:2].[CH3:17][C:18]1[C:24]([C:25]([F:28])([F:27])[F:26])=[CH:23][C:22]([C:29]([F:32])([F:31])[F:30])=[CH:21][C:19]=1[NH2:20]. (4) Reactant: Br[C:2]1[CH:10]=[CH:9][C:5]2[S:6][CH:7]=[CH:8][C:4]=2[CH:3]=1.[Mg].II.BrC1SC2C=CC=CC=2C=1.CON(C)[C:27](=[O:32])[CH2:28][CH:29]([CH3:31])[CH3:30]. Product: [S:6]1[CH:7]=[CH:8][C:4]2[CH:3]=[C:2]([C:27](=[O:32])[CH2:28][CH:29]([CH3:31])[CH3:30])[CH:10]=[CH:9][C:5]1=2. The catalyst class is: 7. (5) Reactant: Cl[CH:2]1[C:8](=[O:9])[CH:7]2[CH2:10][CH2:11][C:4]([O:12][CH3:13])([CH:5]=[CH:6]2)[C:3]1=[O:14]. Product: [CH3:13][O:12][C:4]12[CH2:11][CH2:10][CH:7]([CH:6]=[CH:5]1)[C:8](=[O:9])[CH2:2][C:3]2=[O:14]. The catalyst class is: 183. (6) Reactant: [NH2:1][C:2]1[CH:24]=[CH:23][CH:22]=[CH:21][C:3]=1[NH:4][C:5]1[CH:6]=[CH:7][C:8]2[C:14](=[O:15])[C:13]3[CH:16]=[CH:17][CH:18]=[CH:19][C:12]=3[CH2:11][O:10][C:9]=2[CH:20]=1.CI.[C:27](=O)([O-])[O-].[K+].[K+]. Product: [CH3:27][NH:1][C:2]1[CH:24]=[CH:23][CH:22]=[CH:21][C:3]=1[NH:4][C:5]1[CH:6]=[CH:7][C:8]2[C:14](=[O:15])[C:13]3[CH:16]=[CH:17][CH:18]=[CH:19][C:12]=3[CH2:11][O:10][C:9]=2[CH:20]=1. The catalyst class is: 16. (7) Reactant: [NH2:1][C:2]1[N:10]=[CH:9][N:8]=[C:7]2[C:3]=1[N:4]=[C:5]([S:17][C:18]1[NH:19][C:20]3[C:25]([CH:26]=1)=[CH:24][CH:23]=[CH:22][CH:21]=3)[N:6]2[CH2:11][CH2:12][O:13][C:14](=[O:16])[CH3:15].C1C(=O)N([Br:34])C(=O)C1.CCOC(C)=O.C([O-])(O)=O.[Na+].CCOC(C)=O.CCN(CC)CC. Product: [NH2:1][C:2]1[N:10]=[CH:9][N:8]=[C:7]2[C:3]=1[N:4]=[C:5]([S:17][C:18]1[NH:19][C:20]3[C:25]([C:26]=1[Br:34])=[CH:24][CH:23]=[CH:22][CH:21]=3)[N:6]2[CH2:11][CH2:12][O:13][C:14](=[O:16])[CH3:15]. The catalyst class is: 61.